Dataset: Catalyst prediction with 721,799 reactions and 888 catalyst types from USPTO. Task: Predict which catalyst facilitates the given reaction. (1) Reactant: F[C:2]1[CH:3]=[C:4]([OH:11])[CH:5]=[CH:6][C:7]=1[N+:8]([O-:10])=[O:9].[CH3:12][O:13][C:14]1[CH:15]=[C:16]([CH:18]=[CH:19][C:20]=1[O:21][CH3:22])[NH2:17]. Product: [CH3:12][O:13][C:14]1[CH:15]=[C:16]([NH:17][C:2]2[CH:3]=[C:4]([OH:11])[CH:5]=[CH:6][C:7]=2[N+:8]([O-:10])=[O:9])[CH:18]=[CH:19][C:20]=1[O:21][CH3:22]. The catalyst class is: 4. (2) Reactant: [C:1]1([CH3:10])[CH:6]=[CH:5][CH:4]=[C:3]([C:7]([OH:9])=O)[CH:2]=1.C(N1C=CN=C1)(N1C=CN=C1)=O.Cl.[NH2:24][CH2:25][C:26]1[CH:35]=[CH:34][CH:33]=[C:32]2[C:27]=1[C:28](=[O:45])[N:29]([CH:37]1[CH2:42][CH2:41][C:40](=[O:43])[NH:39][C:38]1=[O:44])[C:30]([CH3:36])=[N:31]2. Product: [O:44]=[C:38]1[CH:37]([N:29]2[C:28](=[O:45])[C:27]3[C:32](=[CH:33][CH:34]=[CH:35][C:26]=3[CH2:25][NH:24][C:7](=[O:9])[C:3]3[CH:4]=[CH:5][CH:6]=[C:1]([CH3:10])[CH:2]=3)[N:31]=[C:30]2[CH3:36])[CH2:42][CH2:41][C:40](=[O:43])[NH:39]1. The catalyst class is: 3. (3) Reactant: [Cl:1][C:2]1[CH:7]=[CH:6][CH:5]=[C:4]([Cl:8])[C:3]=1[C:9]1[C:13]([CH2:14][O:15][C:16]2[N:21]=[C:20]([C:22]([F:25])([F:24])[F:23])[C:19]([NH2:26])=[CH:18][CH:17]=2)=[C:12]([CH:27]([CH3:29])[CH3:28])[O:11][N:10]=1.C(N(CC)CC)C.[CH3:37][O:38][C:39](=[O:49])[C:40]1[CH:45]=[CH:44][C:43]([C:46](Cl)=[O:47])=[CH:42][CH:41]=1. Product: [CH3:37][O:38][C:39](=[O:49])[C:40]1[CH:45]=[CH:44][C:43]([C:46]([NH:26][C:19]2[C:20]([C:22]([F:25])([F:23])[F:24])=[N:21][C:16]([O:15][CH2:14][C:13]3[C:9]([C:3]4[C:2]([Cl:1])=[CH:7][CH:6]=[CH:5][C:4]=4[Cl:8])=[N:10][O:11][C:12]=3[CH:27]([CH3:29])[CH3:28])=[CH:17][CH:18]=2)=[O:47])=[CH:42][CH:41]=1. The catalyst class is: 2. (4) The catalyst class is: 2. Reactant: [CH3:1][O:2][C:3]1[CH:4]=[C:5]([C:15]2[N:16]=[C:17]3[N:21]([CH:22]=2)[CH:20]=[CH:19][S:18]3)[CH:6]=[CH:7][C:8]=1[C:9]1[CH:14]=[CH:13][CH:12]=[CH:11][N:10]=1.[Br:23]Br. Product: [Br:23][C:22]1[N:21]2[C:17]([S:18][CH:19]=[CH:20]2)=[N:16][C:15]=1[C:5]1[CH:6]=[CH:7][C:8]([C:9]2[CH:14]=[CH:13][CH:12]=[CH:11][N:10]=2)=[C:3]([O:2][CH3:1])[CH:4]=1.